This data is from Forward reaction prediction with 1.9M reactions from USPTO patents (1976-2016). The task is: Predict the product of the given reaction. (1) Given the reactants [CH3:1][C@@H:2]1[CH2:7][NH:6][CH2:5][CH2:4][NH:3]1.[Li]CCCC.[Si](Cl)(CC)(CC)CC.[C:21](O[C:21]([O:23][C:24]([CH3:27])([CH3:26])[CH3:25])=[O:22])([O:23][C:24]([CH3:27])([CH3:26])[CH3:25])=[O:22], predict the reaction product. The product is: [CH3:1][C@@H:2]1[CH2:7][NH:6][CH2:5][CH2:4][N:3]1[C:21]([O:23][C:24]([CH3:27])([CH3:26])[CH3:25])=[O:22]. (2) Given the reactants [NH2:1][C:2]1[CH:10]=[CH:9][C:5]([C:6]([OH:8])=[O:7])=[CH:4][C:3]=1[C:11]([OH:13])=O.[CH3:14][NH:15][CH:16]=O, predict the reaction product. The product is: [CH3:14][N:15]1[C:11](=[O:13])[C:3]2[C:2](=[CH:10][CH:9]=[C:5]([C:6]([OH:8])=[O:7])[CH:4]=2)[N:1]=[CH:16]1. (3) Given the reactants [Br:1][C:2]1[CH:7]=[CH:6][C:5]([C@H:8]([NH2:10])[CH3:9])=[CH:4][CH:3]=1.C(N(CC)CC)C.[C:18](O[C:18]([O:20][C:21]([CH3:24])([CH3:23])[CH3:22])=[O:19])([O:20][C:21]([CH3:24])([CH3:23])[CH3:22])=[O:19], predict the reaction product. The product is: [Br:1][C:2]1[CH:7]=[CH:6][C:5]([C@H:8]([NH:10][C:18](=[O:19])[O:20][C:21]([CH3:24])([CH3:23])[CH3:22])[CH3:9])=[CH:4][CH:3]=1. (4) Given the reactants [F:1][C:2]1[CH:3]=[N:4][C:5]([C@@H:8]([NH:10]C(=O)OC(C)(C)C)[CH3:9])=[N:6][CH:7]=1.[ClH:18], predict the reaction product. The product is: [ClH:18].[F:1][C:2]1[CH:3]=[N:4][C:5]([C@@H:8]([NH2:10])[CH3:9])=[N:6][CH:7]=1. (5) The product is: [CH3:5][C:6]1[CH:7]=[C:8]2[C:12](=[CH:13][CH:14]=1)[N:11]([CH2:15][CH:16]([CH3:17])[CH3:18])[CH:10]=[C:9]2[C:19]1[O:20][CH:21]=[C:22]([C:24]([NH:36][S:33]([C:27]2[CH:32]=[CH:31][CH:30]=[CH:29][CH:28]=2)(=[O:35])=[O:34])=[O:25])[N:23]=1. Given the reactants C(Cl)CCl.[CH3:5][C:6]1[CH:7]=[C:8]2[C:12](=[CH:13][CH:14]=1)[N:11]([CH2:15][CH:16]([CH3:18])[CH3:17])[CH:10]=[C:9]2[C:19]1[O:20][CH:21]=[C:22]([C:24](O)=[O:25])[N:23]=1.[C:27]1([S:33]([NH2:36])(=[O:35])=[O:34])[CH:32]=[CH:31][CH:30]=[CH:29][CH:28]=1.Cl, predict the reaction product.